Dataset: Full USPTO retrosynthesis dataset with 1.9M reactions from patents (1976-2016). Task: Predict the reactants needed to synthesize the given product. Given the product [C:2]([O:7][C@@H:24]1[C@H:23]([O:22][CH2:15][C:16]2[CH:17]=[CH:18][CH:19]=[CH:20][CH:21]=2)[C@@H:28]([O:29][CH2:30][C:31]2[CH:32]=[CH:33][CH:34]=[CH:35][CH:36]=2)[C@H:27]([O:37][CH2:38][C:39]2[CH:40]=[CH:41][CH:42]=[CH:43][CH:44]=2)[C@@H:26]([CH2:45][O:46][CH2:47][C:48]2[CH:53]=[CH:52][CH:51]=[CH:50][CH:49]=2)[O:25]1)(=[O:1])[CH3:3], predict the reactants needed to synthesize it. The reactants are: [O:1]1CCC[CH2:3][CH:2]1[OH:7].C(OC(=O)C)(=O)C.[CH2:15]([O:22][C@H:23]1[C@H:28]([O:29][CH2:30][C:31]2[CH:36]=[CH:35][CH:34]=[CH:33][CH:32]=2)[C@H:27]([O:37][CH2:38][C:39]2[CH:44]=[CH:43][CH:42]=[CH:41][CH:40]=2)[C@@H:26]([CH2:45][O:46][CH2:47][C:48]2[CH:53]=[CH:52][CH:51]=[CH:50][CH:49]=2)[O:25][C@@H:24]1CC([O-])=O)[C:16]1[CH:21]=[CH:20][CH:19]=[CH:18][CH:17]=1.